Dataset: Peptide-MHC class I binding affinity with 185,985 pairs from IEDB/IMGT. Task: Regression. Given a peptide amino acid sequence and an MHC pseudo amino acid sequence, predict their binding affinity value. This is MHC class I binding data. (1) The peptide sequence is AEAIFKLTYQ. The MHC is HLA-B44:03 with pseudo-sequence HLA-B44:03. The binding affinity (normalized) is 0.483. (2) The peptide sequence is ISRNKNIFV. The MHC is HLA-A30:01 with pseudo-sequence HLA-A30:01. The binding affinity (normalized) is 0.816. (3) The peptide sequence is STDVNKQNK. The MHC is HLA-A31:01 with pseudo-sequence HLA-A31:01. The binding affinity (normalized) is 0.346. (4) The peptide sequence is LYVGDLCGSV. The MHC is Patr-A0701 with pseudo-sequence Patr-A0701. The binding affinity (normalized) is 0.293. (5) The peptide sequence is RVRQLDESI. The MHC is HLA-A30:01 with pseudo-sequence HLA-A30:01. The binding affinity (normalized) is 0.243. (6) The peptide sequence is EVIKYGIIY. The MHC is HLA-A26:03 with pseudo-sequence HLA-A26:03. The binding affinity (normalized) is 0.623. (7) The peptide sequence is CSEVPQSGY. The MHC is HLA-A02:06 with pseudo-sequence HLA-A02:06. The binding affinity (normalized) is 0.0847. (8) The peptide sequence is QTSYQYLII. The MHC is HLA-A32:01 with pseudo-sequence HLA-A32:01. The binding affinity (normalized) is 0.137. (9) The peptide sequence is NRDVSFQDL. The MHC is HLA-B27:03 with pseudo-sequence HLA-B27:03. The binding affinity (normalized) is 0.0847.